Dataset: Forward reaction prediction with 1.9M reactions from USPTO patents (1976-2016). Task: Predict the product of the given reaction. (1) Given the reactants [C:1]([Si:5](Cl)([CH3:7])[CH3:6])([CH3:4])([CH3:3])[CH3:2].[NH2:9][CH:10]1[CH2:15][CH2:14][CH2:13][CH:12]([NH:16][C:17]([C:19]2[C:23]([CH3:24])=[C:22]([C:25]3[CH:30]=[CH:29][C:28]([OH:31])=[CH:27][CH:26]=3)[N:21]([C:32]3[CH:37]=[CH:36][C:35]([Cl:38])=[CH:34][C:33]=3[Cl:39])[N:20]=2)=[O:18])[CH2:11]1.O, predict the reaction product. The product is: [NH2:9][CH:10]1[CH2:15][CH2:14][CH2:13][CH:12]([NH:16][C:17]([C:19]2[C:23]([CH3:24])=[C:22]([C:25]3[CH:26]=[CH:27][C:28]([O:31][Si:5]([C:1]([CH3:4])([CH3:3])[CH3:2])([CH3:7])[CH3:6])=[CH:29][CH:30]=3)[N:21]([C:32]3[CH:37]=[CH:36][C:35]([Cl:38])=[CH:34][C:33]=3[Cl:39])[N:20]=2)=[O:18])[CH2:11]1. (2) Given the reactants Br[C:2]1[C:8]([F:9])=[CH:7][C:5]([NH2:6])=[CH:4][C:3]=1[F:10].[CH3:11][C:12]1([CH3:28])[C:16]([CH3:18])([CH3:17])[O:15][B:14]([B:14]2[O:15][C:16]([CH3:18])([CH3:17])[C:12]([CH3:28])([CH3:11])[O:13]2)[O:13]1.C([O-])(=O)C.[K+].ClCCl, predict the reaction product. The product is: [F:10][C:3]1[CH:4]=[C:5]([CH:7]=[C:8]([F:9])[C:2]=1[B:14]1[O:15][C:16]([CH3:18])([CH3:17])[C:12]([CH3:28])([CH3:11])[O:13]1)[NH2:6]. (3) The product is: [F:1][C@@H:2]1[CH2:6][C@@H:5]([C:7](=[O:30])[NH:8][CH2:9][C:10]2[CH:15]=[C:14]([C:40]3[S:41][C:42]([C:45]([F:48])([F:47])[F:46])=[CH:43][N:44]=3)[C:13]([F:29])=[CH:12][N:11]=2)[N:4]([C:31]([O:33][C:34]([CH3:35])([CH3:36])[CH3:37])=[O:32])[C@H:3]1[CH3:38]. Given the reactants [F:1][C@@H:2]1[CH2:6][C@@H:5]([C:7](=[O:30])[NH:8][CH2:9][C:10]2[CH:15]=[C:14]([Sn](CCCC)(CCCC)CCCC)[C:13]([F:29])=[CH:12][N:11]=2)[N:4]([C:31]([O:33][C:34]([CH3:37])([CH3:36])[CH3:35])=[O:32])[C@H:3]1[CH3:38].Br[C:40]1[S:41][C:42]([C:45]([F:48])([F:47])[F:46])=[CH:43][N:44]=1.[F-].[Cs+].C(P(C(C)(C)C)C(C)(C)C)(C)(C)C, predict the reaction product. (4) The product is: [CH3:55][C:2]1([CH3:1])[CH2:7][O:6][C:5]([CH2:14][S:15][C@H:16]2[C:41](=[O:54])[N:18]([C:19]3[CH:20]=[CH:21][C:22]([F:25])=[CH:23][CH:24]=3)[C@@H:17]2[C:26]2[CH:40]=[CH:39][C:29]([O:30][CH2:31][C:32]([O:34][C:35]([CH3:38])([CH3:37])[CH3:36])=[O:33])=[CH:28][CH:27]=2)([C:8]2[CH:9]=[CH:10][CH:11]=[CH:12][CH:13]=2)[O:4][CH2:3]1. Given the reactants [CH3:1][C:2]1([CH3:55])[CH2:7][O:6][C:5]([CH2:14][S:15][C@@H:16]([C:41](=[O:54])N2[C@@H](C3C=CC=CC=3)COC2=O)[C@H:17]([C:26]2[CH:40]=[CH:39][C:29]([O:30][CH2:31][C:32]([O:34][C:35]([CH3:38])([CH3:37])[CH3:36])=[O:33])=[CH:28][CH:27]=2)[NH:18][C:19]2[CH:24]=[CH:23][C:22]([F:25])=[CH:21][CH:20]=2)([C:8]2[CH:13]=[CH:12][CH:11]=[CH:10][CH:9]=2)[O:4][CH2:3]1.C/C(/O[Si](C)(C)C)=N\[Si](C)(C)C.[F-].C([N+](CCCC)(CCCC)CCCC)CCC, predict the reaction product. (5) Given the reactants [C:1]([O:4][CH2:5][CH2:6][C:7]1[C:16]2[C:11](=[CH:12][CH:13]=[CH:14][CH:15]=2)[C:10]([NH:17][C:18]([O:20][C:21]([CH3:24])([CH3:23])[CH3:22])=[O:19])=[CH:9][C:8]=1[N+:25]([O-])=O)(=[O:3])[CH3:2], predict the reaction product. The product is: [C:1]([O:4][CH2:5][CH2:6][C:7]1[C:16]2[C:11](=[CH:12][CH:13]=[CH:14][CH:15]=2)[C:10]([NH:17][C:18]([O:20][C:21]([CH3:24])([CH3:23])[CH3:22])=[O:19])=[CH:9][C:8]=1[NH2:25])(=[O:3])[CH3:2]. (6) Given the reactants F[C:2]1[CH:7]=[CH:6][C:5]([I:8])=[CH:4][N:3]=1.[CH2:9]([N:11]1[C:15]([CH3:17])([CH3:16])[CH2:14][C:13](=[O:18])[NH:12]1)[CH3:10].C(=O)([O-])[O-].[Cs+].[Cs+], predict the reaction product. The product is: [CH2:9]([N:11]1[C:15]([CH3:17])([CH3:16])[CH2:14][C:13](=[O:18])[N:12]1[C:2]1[CH:7]=[CH:6][C:5]([I:8])=[CH:4][N:3]=1)[CH3:10]. (7) Given the reactants C(N(C(C)C)CC)(C)C.CN(C(O[N:18]1[N:26]=NC2C=CC=NC1=2)=[N+](C)C)C.F[P-](F)(F)(F)(F)F.C1C=NC2N(O)N=NC=2C=1.[Cl:44][C:45]1[CH:46]=[C:47]([CH:51]=[C:52]([N:54]2[CH2:59][CH2:58][CH:57]([NH:60][C:61]([C:63]3[NH:64][C:65]([CH3:70])=[C:66]([Cl:69])[C:67]=3[Cl:68])=[O:62])[CH2:56][CH2:55]2)[N:53]=1)[C:48]([OH:50])=O.NN, predict the reaction product. The product is: [Cl:68][C:67]1[C:66]([Cl:69])=[C:65]([CH3:70])[NH:64][C:63]=1[C:61]([NH:60][CH:57]1[CH2:56][CH2:55][N:54]([C:52]2[CH:51]=[C:47]([C:48]([NH:18][NH2:26])=[O:50])[CH:46]=[C:45]([Cl:44])[N:53]=2)[CH2:59][CH2:58]1)=[O:62]. (8) Given the reactants [Br:1][C:2]1[C:3]([O:24][CH3:25])=[C:4]([C:20]([O:22][CH3:23])=[O:21])[C:5]2[N:6]=[CH:7][C:8](OS(C(F)(F)F)(=O)=O)=[N:9][C:10]=2[CH:11]=1.C([Sn](CCCC)(CCCC)[C:31]1[S:32][CH:33]=[CH:34][CH:35]=1)CCC, predict the reaction product. The product is: [Br:1][C:2]1[C:3]([O:24][CH3:25])=[C:4]([C:20]([O:22][CH3:23])=[O:21])[C:5]2[N:6]=[CH:7][C:8]([C:31]3[S:32][CH:33]=[CH:34][CH:35]=3)=[N:9][C:10]=2[CH:11]=1. (9) Given the reactants [OH:1][C:2]([CH3:21])([CH3:20])[CH2:3][N:4]1[C:8]([CH3:9])=[C:7]([C:10]([OH:12])=O)[C:6](=[O:13])[N:5]1[C:14]1[CH:19]=[CH:18][CH:17]=[CH:16][CH:15]=1.[CH3:22][C:23]1([CH3:37])[C:27]([CH3:29])([CH3:28])[O:26][B:25]([C:30]2[CH:35]=[CH:34][C:33]([NH2:36])=[CH:32][CH:31]=2)[O:24]1.C([O-])([O-])=O.[K+].[K+].CN(C(ON1N=NC2C=CC=NC1=2)=[N+](C)C)C.F[P-](F)(F)(F)(F)F, predict the reaction product. The product is: [OH:1][C:2]([CH3:21])([CH3:20])[CH2:3][N:4]1[C:8]([CH3:9])=[C:7]([C:10]([NH:36][C:33]2[CH:32]=[CH:31][C:30]([B:25]3[O:26][C:27]([CH3:29])([CH3:28])[C:23]([CH3:37])([CH3:22])[O:24]3)=[CH:35][CH:34]=2)=[O:12])[C:6](=[O:13])[N:5]1[C:14]1[CH:15]=[CH:16][CH:17]=[CH:18][CH:19]=1. (10) Given the reactants C([O-])=O.[NH4+].C([N:12]1[CH2:17][CH2:16][CH2:15][C:14]([OH:22])([C:18]([O:20][CH3:21])=[O:19])[CH2:13]1)C1C=CC=CC=1, predict the reaction product. The product is: [OH:22][C:14]1([C:18]([O:20][CH3:21])=[O:19])[CH2:15][CH2:16][CH2:17][NH:12][CH2:13]1.